This data is from Full USPTO retrosynthesis dataset with 1.9M reactions from patents (1976-2016). The task is: Predict the reactants needed to synthesize the given product. (1) Given the product [CH3:1][C@H:2]1[CH2:7][N:6]([CH:8]2[CH2:11][O:10][CH2:9]2)[C@H:5]([CH3:12])[CH2:4][N:3]1[C:13]1[CH:14]=[CH:15][C:16]([NH:19][C:20]2[C:25](=[O:26])[N:24]([CH3:27])[CH:23]=[C:22]([C:28]3[CH:29]=[CH:30][N:31]=[C:32]([N:36]4[CH:48]=[CH:47][N:39]5[C:40]6[CH2:41][CH2:42][CH2:43][CH2:44][C:45]=6[CH:46]=[C:38]5[C:37]4=[O:49])[C:33]=3[CH2:34][OH:35])[CH:21]=2)=[N:17][CH:18]=1, predict the reactants needed to synthesize it. The reactants are: [CH3:1][C@H:2]1[CH2:7][N:6]([CH:8]2[CH2:11][O:10][CH2:9]2)[C@H:5]([CH3:12])[CH2:4][N:3]1[C:13]1[CH:14]=[CH:15][C:16]([NH:19][C:20]2[C:25](=[O:26])[N:24]([CH3:27])[CH:23]=[C:22]([C:28]3[C:33]([CH:34]=[O:35])=[C:32]([N:36]4[CH:48]=[CH:47][N:39]5[C:40]6[CH2:41][CH2:42][CH2:43][CH2:44][C:45]=6[CH:46]=[C:38]5[C:37]4=[O:49])[N:31]=[CH:30][CH:29]=3)[CH:21]=2)=[N:17][CH:18]=1.[BH4-].[Na+]. (2) The reactants are: [C:1](=[O:12])(OC(Cl)(Cl)Cl)OC(Cl)(Cl)Cl.[CH:13]1([N:16]([CH3:20])[CH2:17][CH2:18][NH2:19])[CH2:15][CH2:14]1.[C@H:21]1([NH:30][C:31]2[CH:40]=[CH:39][C:38]3[C:33](=[CH:34][CH:35]=[C:36]([NH2:41])[CH:37]=3)[N:32]=2)[C:29]2[C:24](=[CH:25][CH:26]=[CH:27][CH:28]=2)[CH2:23][CH2:22]1. Given the product [CH:13]1([N:16]([CH3:20])[CH2:17][CH2:18][NH:19][C:1]([NH:41][C:36]2[CH:37]=[C:38]3[C:33](=[CH:34][CH:35]=2)[N:32]=[C:31]([NH:30][C@H:21]2[C:29]4[C:24](=[CH:25][CH:26]=[CH:27][CH:28]=4)[CH2:23][CH2:22]2)[CH:40]=[CH:39]3)=[O:12])[CH2:15][CH2:14]1, predict the reactants needed to synthesize it. (3) Given the product [CH3:1][O:2][CH2:3][CH2:4][N:5]([CH3:11])[CH2:6][CH2:9][OH:10], predict the reactants needed to synthesize it. The reactants are: [CH3:1][O:2][CH2:3][CH2:4][NH:5][CH3:6].BrC[CH2:9][OH:10].[CH2:11](N(CC)CC)C. (4) Given the product [OH:1][C:2]1([C:10]#[C:11][C:12]2[CH:13]=[CH:14][C:15]3[O:21][CH2:20][CH2:19][N:18]4[C:17](=[N:24][C:23]([C:25]([NH2:27])=[O:26])=[CH:22]4)[C:16]=3[CH:28]=2)[CH2:3][CH:4]2[N:9]([CH3:31])[CH:7]([CH2:6][CH2:5]2)[CH2:8]1, predict the reactants needed to synthesize it. The reactants are: [OH:1][C:2]1([C:10]#[C:11][C:12]2[CH:13]=[CH:14][C:15]3[O:21][CH2:20][CH2:19][N:18]4[CH:22]=[C:23]([C:25]([NH2:27])=[O:26])[N:24]=[C:17]4[C:16]=3[CH:28]=2)[CH2:8][C@H:7]2[NH:9][C@H:4]([CH2:5][CH2:6]2)[CH2:3]1.[BH-](OC(C)=O)(OC(C)=O)O[C:31](C)=O.[Na+]. (5) Given the product [NH2:18][C:13]1[C:12]2=[C:11]([C:19]3[CH:20]=[CH:21][C:22]4[C:26]([CH:27]=3)=[N:25][N:24]([CH2:28][C:29]3[CH:34]=[CH:33][CH:32]=[CH:31][CH:30]=3)[CH:23]=4)[CH:10]=[C:9]([C:5]3[CH:4]=[C:3]([CH:8]=[CH:7][CH:6]=3)[CH2:2][NH:1][C:35](=[O:37])[CH3:36])[N:17]2[N:16]=[CH:15][N:14]=1, predict the reactants needed to synthesize it. The reactants are: [NH2:1][CH2:2][C:3]1[CH:4]=[C:5]([C:9]2[N:17]3[C:12]([C:13]([NH2:18])=[N:14][CH:15]=[N:16]3)=[C:11]([C:19]3[CH:20]=[CH:21][C:22]4[C:26]([CH:27]=3)=[N:25][N:24]([CH2:28][C:29]3[CH:34]=[CH:33][CH:32]=[CH:31][CH:30]=3)[CH:23]=4)[CH:10]=2)[CH:6]=[CH:7][CH:8]=1.[C:35](Cl)(=[O:37])[CH3:36]. (6) The reactants are: [F:1][C:2]1[CH:7]=[CH:6][C:5]([S:8](Cl)(=[O:10])=[O:9])=[CH:4][CH:3]=1.[NH2:12][C:13]1[CH:14]=[C:15]([CH:39]=[CH:40][C:41]=1[O:42]CC1C=CC=CC=1)[O:16][CH2:17][C@@H:18]([OH:38])[CH2:19][N:20](CC1C=CC=CC=1)[C@@H:21]([CH2:24][C:25]1[CH:30]=[CH:29][CH:28]=[CH:27][CH:26]=1)[CH2:22][OH:23].N1C=CC=CC=1.C(=O)(O)[O-].[Na+]. Given the product [F:1][C:2]1[CH:7]=[CH:6][C:5]([S:8]([NH:12][C:13]2[CH:14]=[C:15]([CH:39]=[CH:40][C:41]=2[OH:42])[O:16][CH2:17][C@@H:18]([OH:38])[CH2:19][NH:20][C@@H:21]([CH2:24][C:25]2[CH:26]=[CH:27][CH:28]=[CH:29][CH:30]=2)[CH2:22][OH:23])(=[O:10])=[O:9])=[CH:4][CH:3]=1, predict the reactants needed to synthesize it. (7) Given the product [N:1]1[CH:6]=[CH:5][CH:4]=[C:3]([C:7]2[N:11]3[CH:12]=[CH:13][CH:14]=[CH:15][C:10]3=[N:9][C:8]=2[CH:16]=[O:17])[CH:2]=1, predict the reactants needed to synthesize it. The reactants are: [N:1]1[CH:6]=[CH:5][CH:4]=[C:3]([C:7]2[N:11]3[CH:12]=[CH:13][CH:14]=[CH:15][C:10]3=[N:9][C:8]=2[CH2:16][OH:17])[CH:2]=1.N1C=CC(C2N3C=CC=CC3=NC=2C=O)=CC=1. (8) Given the product [OH:1][C@@H:2]([CH2:18][N:19]([C:24]1[CH:29]=[CH:28][C:27]([O:30][CH2:15][CH2:16][CH:17]([C:9]#[N:10])[CH2:5][CH3:6])=[CH:26][CH:25]=1)[CH2:20][CH:21]([CH3:23])[CH3:22])[CH2:3][O:4][C:5]1[C:17]2[C:16]3[C:11](=[CH:12][CH:13]=[CH:14][CH:15]=3)[NH:10][C:9]=2[CH:8]=[CH:7][CH:6]=1, predict the reactants needed to synthesize it. The reactants are: [OH:1][C@@H:2]([CH2:18][N:19]([C:24]1[CH:29]=[CH:28][C:27]([OH:30])=[CH:26][CH:25]=1)[CH2:20][CH:21]([CH3:23])[CH3:22])[CH2:3][O:4][C:5]1[C:17]2[C:16]3[C:11](=[CH:12][CH:13]=[CH:14][CH:15]=3)[NH:10][C:9]=2[CH:8]=[CH:7][CH:6]=1.C(=O)([O-])[O-].[K+].[K+].[I-].[K+].